Dataset: Catalyst prediction with 721,799 reactions and 888 catalyst types from USPTO. Task: Predict which catalyst facilitates the given reaction. (1) Product: [C:1]([O:5][C:6](=[O:9])[CH2:7]/[N:8]=[CH:10]/[CH3:11])([CH3:4])([CH3:3])[CH3:2]. Reactant: [C:1]([O:5][C:6](=[O:9])[CH2:7][NH2:8])([CH3:4])([CH3:3])[CH3:2].[CH:10](=O)[CH3:11].S([O-])([O-])(=O)=O.[Na+].[Na+]. The catalyst class is: 2. (2) Reactant: [N:1]12[CH2:8][CH2:7][C:4]([C:9]([C:16]3[S:17][CH:18]=[CH:19][CH:20]=3)([C:11]3[S:12][CH:13]=[CH:14][CH:15]=3)[OH:10])([CH2:5][CH2:6]1)[CH2:3][CH2:2]2.[Br:21][CH2:22][CH2:23][C:24]1[CH:29]=[CH:28][CH:27]=[CH:26][CH:25]=1. Product: [Br-:21].[OH:10][C:9]([C:16]1[S:17][CH:18]=[CH:19][CH:20]=1)([C:11]1[S:12][CH:13]=[CH:14][CH:15]=1)[C:4]12[CH2:5][CH2:6][N+:1]([CH2:22][CH2:23][C:24]3[CH:29]=[CH:28][CH:27]=[CH:26][CH:25]=3)([CH2:8][CH2:7]1)[CH2:2][CH2:3]2. The catalyst class is: 22.